From a dataset of Forward reaction prediction with 1.9M reactions from USPTO patents (1976-2016). Predict the product of the given reaction. Given the reactants N(OC(C)(C)C)=O.[Br:8][C:9]1[CH:15]=[CH:14][C:12](N)=[C:11]([O:16][C:17]([F:20])([F:19])[F:18])[CH:10]=1.[ClH:21], predict the reaction product. The product is: [Br:8][C:9]1[CH:15]=[CH:14][C:12]([Cl:21])=[C:11]([O:16][C:17]([F:20])([F:19])[F:18])[CH:10]=1.